This data is from Full USPTO retrosynthesis dataset with 1.9M reactions from patents (1976-2016). The task is: Predict the reactants needed to synthesize the given product. (1) Given the product [F:19][C:20]1[CH:28]=[CH:27][C:26]([CH2:29][C:30]2[C:39]3[CH2:38][CH2:37][CH2:36][CH2:35][C:34]=3[C:33](=[O:40])[NH:32][N:31]=2)=[CH:25][C:21]=1[C:22]([N:9]1[CH2:10][CH2:11][CH:6]([O:5][CH:2]([CH3:4])[CH3:3])[CH2:7][CH2:8]1)=[O:23], predict the reactants needed to synthesize it. The reactants are: Cl.[CH:2]([O:5][CH:6]1[CH2:11][CH2:10][NH:9][CH2:8][CH2:7]1)([CH3:4])[CH3:3].C(N(CC)CC)C.[F:19][C:20]1[CH:28]=[CH:27][C:26]([CH2:29][C:30]2[C:39]3[CH2:38][CH2:37][CH2:36][CH2:35][C:34]=3[C:33](=[O:40])[NH:32][N:31]=2)=[CH:25][C:21]=1[C:22](O)=[O:23].F[P-](F)(F)(F)(F)F.N1(OC(N(C)C)=[N+](C)C)C2C=CC=CC=2N=N1. (2) Given the product [CH3:13][O:12][CH2:11][O:10][C:8]1[CH:9]=[C:4]([CH2:3][OH:2])[CH:5]=[C:6]([O:14][CH2:15][O:16][CH3:17])[CH:7]=1, predict the reactants needed to synthesize it. The reactants are: C[O:2][C:3](=O)[C:4]1[CH:9]=[C:8]([O:10][CH2:11][O:12][CH3:13])[CH:7]=[C:6]([O:14][CH2:15][O:16][CH3:17])[CH:5]=1.[H-].[H-].[H-].[H-].[Li+].[Al+3]. (3) Given the product [F:1][C:2]1[CH:3]=[C:4]([CH:21]=[CH:22][CH:23]=1)[CH2:5][S:6][C:7]1[CH:8]=[C:9]([OH:17])[C:10](=[O:13])[NH:11][CH:12]=1, predict the reactants needed to synthesize it. The reactants are: [F:1][C:2]1[CH:3]=[C:4]([CH:21]=[CH:22][CH:23]=1)[CH2:5][S:6][C:7]1[CH:8]=[C:9]([O:17]COC)[C:10]([O:13]COC)=[N:11][CH:12]=1.Cl. (4) Given the product [OH:1][C:2]1[CH:11]=[C:10]2[C:5]([CH2:6][CH2:7][CH2:8][O:9]2)=[CH:4][CH:3]=1, predict the reactants needed to synthesize it. The reactants are: [OH:1][C:2]1[CH:11]=[C:10]2[C:5]([C:6](=O)[CH:7]=[CH:8][O:9]2)=[CH:4][CH:3]=1.[H][H]. (5) Given the product [F:19][C:16]1[CH:17]=[CH:18][C:13]([CH2:12][N:7]2[CH:8]=[CH:9][CH:10]=[C:6]2[C:4]([O:3][CH2:1][CH3:2])=[O:5])=[CH:14][CH:15]=1, predict the reactants needed to synthesize it. The reactants are: [CH2:1]([O:3][C:4]([C:6]1[NH:7][CH:8]=[CH:9][CH:10]=1)=[O:5])[CH3:2].Br[CH2:12][C:13]1[CH:18]=[CH:17][C:16]([F:19])=[CH:15][CH:14]=1.C(=O)([O-])[O-].[Cs+].[Cs+]. (6) Given the product [NH2:15][CH2:16][CH2:17][NH:18][C:19]([NH:21][C:22]1[CH:27]=[CH:26][C:25]([NH:28][C:29]([O:31][N:32]2[C:36](=[O:37])[CH2:35][CH2:34][C:33]2=[O:38])=[O:30])=[CH:24][CH:23]=1)=[O:20], predict the reactants needed to synthesize it. The reactants are: C(O)(C(F)(F)F)=O.C(OC([NH:15][CH2:16][CH2:17][NH:18][C:19]([NH:21][C:22]1[CH:27]=[CH:26][C:25]([NH:28][C:29]([O:31][N:32]2[C:36](=[O:37])[CH2:35][CH2:34][C:33]2=[O:38])=[O:30])=[CH:24][CH:23]=1)=[O:20])=O)(C)(C)C.